This data is from Forward reaction prediction with 1.9M reactions from USPTO patents (1976-2016). The task is: Predict the product of the given reaction. (1) Given the reactants [F:1][C:2]1[CH:7]=[CH:6][C:5]([CH2:8][CH2:9][CH:10]=O)=[CH:4][CH:3]=1.Cl.[O:13]([NH2:15])[CH3:14], predict the reaction product. The product is: [CH3:14][O:13][N:15]=[CH:10][CH2:9][CH2:8][C:5]1[CH:4]=[CH:3][C:2]([F:1])=[CH:7][CH:6]=1. (2) Given the reactants [Cl:1][C:2]1[C:3]([NH:23][C:24]2[CH:28]=[C:27]([CH3:29])[NH:26][N:25]=2)=[N:4][C:5]([NH:8][C:9]2[CH:14]=[C:13]([CH3:15])[C:12]([CH:16]3[CH2:21][CH2:20][NH:19][CH2:18][CH2:17]3)=[CH:11][C:10]=2[F:22])=[N:6][CH:7]=1.C(N(CC)CC)C.[CH3:37][S:38](Cl)(=[O:40])=[O:39], predict the reaction product. The product is: [Cl:1][C:2]1[C:3]([NH:23][C:24]2[CH:28]=[C:27]([CH3:29])[NH:26][N:25]=2)=[N:4][C:5]([NH:8][C:9]2[CH:14]=[C:13]([CH3:15])[C:12]([CH:16]3[CH2:17][CH2:18][N:19]([S:38]([CH3:37])(=[O:40])=[O:39])[CH2:20][CH2:21]3)=[CH:11][C:10]=2[F:22])=[N:6][CH:7]=1.